The task is: Predict which catalyst facilitates the given reaction.. This data is from Catalyst prediction with 721,799 reactions and 888 catalyst types from USPTO. (1) Reactant: Cl[CH2:2][Si:3]([CH3:33])([CH3:32])[CH2:4][CH2:5][C:6]1[C:18]2[CH2:17][N:16]3[C:11](=[CH:12][C:13]4[C@:23]([CH2:25][CH3:26])([OH:24])[C:22](=[O:27])[O:21][CH2:20][C:14]=4[C:15]3=[O:19])[C:10]=2[N:9]=[C:8]2[CH:28]=[CH:29][CH:30]=[CH:31][C:7]=12.[I-:34].[Na+]. Product: [I:34][CH2:2][Si:3]([CH3:33])([CH3:32])[CH2:4][CH2:5][C:6]1[C:18]2[CH2:17][N:16]3[C:11](=[CH:12][C:13]4[C@:23]([CH2:25][CH3:26])([OH:24])[C:22](=[O:27])[O:21][CH2:20][C:14]=4[C:15]3=[O:19])[C:10]=2[N:9]=[C:8]2[CH:28]=[CH:29][CH:30]=[CH:31][C:7]=12. The catalyst class is: 131. (2) Reactant: C(OC([N:8]1[CH2:13][CH:12]=[C:11]([C:14]2[CH:22]=[C:21]3[C:17]([C:18]([S:30][CH3:31])=[N:19][N:20]3[C:23]3[CH:24]=[C:25]([CH3:29])[CH:26]=[CH:27][CH:28]=3)=[CH:16][CH:15]=2)[CH2:10][CH2:9]1)=O)(C)(C)C. Product: [CH3:31][S:30][C:18]1[C:17]2[C:21](=[CH:22][C:14]([C:11]3[CH2:12][CH2:13][NH:8][CH2:9][CH:10]=3)=[CH:15][CH:16]=2)[N:20]([C:23]2[CH:24]=[C:25]([CH3:29])[CH:26]=[CH:27][CH:28]=2)[N:19]=1. The catalyst class is: 89. (3) Product: [C:12]([N:8]1[CH:7]([CH2:16][NH:17][C:18](=[O:23])[C:19]([F:22])([F:21])[F:20])[C:6]2[CH:24]=[C:2]([C:30]3[C:29]4[C:33](=[CH:34][C:26]([F:25])=[CH:27][CH:28]=4)[N:32]([C:35]([O:37][C:38]([CH3:41])([CH3:40])[CH3:39])=[O:36])[CH:31]=3)[CH:3]=[CH:4][C:5]=2[S:9]1(=[O:11])=[O:10])([CH3:15])([CH3:14])[CH3:13]. Reactant: Br[C:2]1[CH:3]=[CH:4][C:5]2[S:9](=[O:11])(=[O:10])[N:8]([C:12]([CH3:15])([CH3:14])[CH3:13])[CH:7]([CH2:16][NH:17][C:18](=[O:23])[C:19]([F:22])([F:21])[F:20])[C:6]=2[CH:24]=1.[F:25][C:26]1[CH:34]=[C:33]2[C:29]([C:30](B3OC(C)(C)C(C)(C)O3)=[CH:31][N:32]2[C:35]([O:37][C:38]([CH3:41])([CH3:40])[CH3:39])=[O:36])=[CH:28][CH:27]=1.C([O-])([O-])=O.[Cs+].[Cs+]. The catalyst class is: 117. (4) The catalyst class is: 216. Reactant: I[C:2]1[S:3][CH:4]=[C:5]([C:7]([N:9]2[CH2:14][CH2:13][CH2:12][CH2:11][CH:10]2[CH3:15])=[O:8])[N:6]=1.[CH3:16][O:17][C:18]1[CH:23]=[CH:22][CH:21]=[CH:20][C:19]=1B(O)O.C(=O)([O-])[O-].[K+].[K+]. Product: [CH3:16][O:17][C:18]1[CH:23]=[CH:22][CH:21]=[CH:20][C:19]=1[C:2]1[S:3][CH:4]=[C:5]([C:7]([N:9]2[CH2:14][CH2:13][CH2:12][CH2:11][CH:10]2[CH3:15])=[O:8])[N:6]=1. (5) Reactant: [Br:1][C:2]1[C:11]([O:12][C:13]2[CH:18]=[CH:17][C:16]([F:19])=[CH:15][C:14]=2[F:20])=[CH:10]C2N[C:7](=O)[NH:8][C:4]=2[CH:3]=1.[H-].[Na+].CI.[CH3:25][N:26]([CH3:29])[CH:27]=[O:28]. Product: [Br:1][C:2]1[C:11]([O:12][C:13]2[CH:18]=[CH:17][C:16]([F:19])=[CH:15][C:14]=2[F:20])=[CH:10][C:25]2[N:26]([CH3:29])[C:27](=[O:28])[N:8]([CH3:7])[C:4]=2[CH:3]=1. The catalyst class is: 6.